This data is from Catalyst prediction with 721,799 reactions and 888 catalyst types from USPTO. The task is: Predict which catalyst facilitates the given reaction. (1) Reactant: [H-].[Na+].[C:3]1([C:9]2[CH:13]=[C:12]([N:14]3[C:22](=[O:23])[C:21]4[C:16](=[CH:17][CH:18]=[CH:19][CH:20]=4)[C:15]3=[O:24])[NH:11][N:10]=2)[CH:8]=[CH:7][CH:6]=[CH:5][CH:4]=1.[CH3:25]I. Product: [CH3:25][N:11]1[C:12]([N:14]2[C:15](=[O:24])[C:16]3[C:21](=[CH:20][CH:19]=[CH:18][CH:17]=3)[C:22]2=[O:23])=[CH:13][C:9]([C:3]2[CH:4]=[CH:5][CH:6]=[CH:7][CH:8]=2)=[N:10]1. The catalyst class is: 18. (2) Reactant: [CH3:1][C:2]1[CH:7]=[CH:6][C:5]([C:8]2[CH2:9][CH2:10][NH:11][CH2:12][CH:13]=2)=[C:4]([CH:14]2[CH2:19][C:18]([CH3:21])([CH3:20])[CH2:17][C:16]([CH3:23])([CH3:22])[CH2:15]2)[CH:3]=1.[CH:24](=O)[CH2:25][CH3:26].C(O[BH-](OC(=O)C)OC(=O)C)(=O)C.[Na+].C(O)(=O)C.C(=O)([O-])O.[Na+]. Product: [CH3:1][C:2]1[CH:7]=[CH:6][C:5]([C:8]2[CH2:13][CH2:12][N:11]([CH2:24][CH2:25][CH3:26])[CH2:10][CH:9]=2)=[C:4]([CH:14]2[CH2:19][C:18]([CH3:21])([CH3:20])[CH2:17][C:16]([CH3:23])([CH3:22])[CH2:15]2)[CH:3]=1. The catalyst class is: 54. (3) Reactant: Cl.[Br:2][C:3]1[CH:22]=[CH:21][C:6]([O:7][C:8]([F:20])([F:19])[CH:9]2[CH2:18][CH2:17][C:12]3(OCC[O:13]3)[CH2:11][CH2:10]2)=[CH:5][CH:4]=1. Product: [Br:2][C:3]1[CH:22]=[CH:21][C:6]([O:7][C:8]([F:19])([F:20])[CH:9]2[CH2:10][CH2:11][C:12](=[O:13])[CH2:17][CH2:18]2)=[CH:5][CH:4]=1. The catalyst class is: 21. (4) Reactant: CC[O-].[Na+].[C:5](OCC)(=[O:11])[C:6]([O:8][CH2:9][CH3:10])=[O:7].[Br:15][C:16]1[CH:28]=[CH:27][C:19]([O:20][CH2:21][C:22]([O:24][CH2:25][CH3:26])=[O:23])=[CH:18][CH:17]=1.O. Product: [Br:15][C:16]1[CH:17]=[CH:18][C:19]([O:20][CH:21]([C:22]([O:24][CH2:25][CH3:26])=[O:23])[C:5](=[O:11])[C:6]([O:8][CH2:9][CH3:10])=[O:7])=[CH:27][CH:28]=1. The catalyst class is: 28. (5) Product: [NH2:13][C:14]([CH3:44])([CH3:43])[C:15]([N:17]1[CH2:22][CH2:21][N:20]([C:23]2[CH:24]=[N:25][C:26]3[C:31]([CH:32]=2)=[N:30][C:29]([C:33]2[CH:34]=[CH:35][C:36]4[O:40][C:39]([NH2:41])=[N:38][C:37]=4[CH:42]=2)=[CH:28][CH:27]=3)[CH2:19][CH2:18]1)=[O:16]. Reactant: C(Cl)(=O)C.CO.C(OC(=O)[NH:13][C:14]([CH3:44])([CH3:43])[C:15]([N:17]1[CH2:22][CH2:21][N:20]([C:23]2[CH:24]=[N:25][C:26]3[C:31]([CH:32]=2)=[N:30][C:29]([C:33]2[CH:34]=[CH:35][C:36]4[O:40][C:39]([NH2:41])=[N:38][C:37]=4[CH:42]=2)=[CH:28][CH:27]=3)[CH2:19][CH2:18]1)=[O:16])(C)(C)C.C([O-])([O-])=O.[Na+].[Na+]. The catalyst class is: 6. (6) Reactant: [CH2:1]1[CH2:6][C@H:5]([C@H:7]([C:14]([OH:16])=[O:15])[C:8]2[CH:13]=[CH:12][CH:11]=[CH:10][CH:9]=2)[NH:4][CH2:3][CH2:2]1.[C:17]([C@:25]([C:40]([OH:42])=[O:41])([OH:39])[C@:26]([C:31](=[O:38])[C:32]1[CH:37]=[CH:36][CH:35]=[CH:34][CH:33]=1)([OH:30])[C:27]([OH:29])=[O:28])(=[O:24])[C:18]1[CH:23]=[CH:22][CH:21]=[CH:20][CH:19]=1. Product: [CH2:1]1[CH2:6][C@H:5]([C@H:7]([C:14]([OH:16])=[O:15])[C:8]2[CH:9]=[CH:10][CH:11]=[CH:12][CH:13]=2)[NH:4][CH2:3][CH2:2]1.[C:31]([C:26]([C:27]([OH:29])=[O:28])([OH:30])[C:25]([C:17](=[O:24])[C:18]1[CH:23]=[CH:22][CH:21]=[CH:20][CH:19]=1)([OH:39])[C:40]([OH:42])=[O:41])(=[O:38])[C:32]1[CH:37]=[CH:36][CH:35]=[CH:34][CH:33]=1. The catalyst class is: 24. (7) Reactant: Br[CH2:2][C:3]([C:5]1[CH:10]=[C:9]([C:11]([CH3:14])([CH3:13])[CH3:12])[C:8]([OH:15])=[C:7]([C:16]([CH3:19])([CH3:18])[CH3:17])[CH:6]=1)=[O:4].[OH-].[K+].[N:22]1[N:23]([C:31]2[CH:36]=[C:35]([CH3:37])[CH:34]=[CH:33][C:32]=2[O-:38])[N:24]=[C:25]2[CH:30]=[CH:29][CH:28]=[CH:27][C:26]=12. Product: [N:22]1[N:23]([C:31]2[CH:36]=[C:35]([CH3:37])[CH:34]=[CH:33][C:32]=2[O:38][CH2:2][C:3]([C:5]2[CH:10]=[C:9]([C:11]([CH3:14])([CH3:13])[CH3:12])[C:8]([OH:15])=[C:7]([C:16]([CH3:19])([CH3:18])[CH3:17])[CH:6]=2)=[O:4])[N:24]=[C:25]2[CH:30]=[CH:29][CH:28]=[CH:27][C:26]=12. The catalyst class is: 10.